This data is from Full USPTO retrosynthesis dataset with 1.9M reactions from patents (1976-2016). The task is: Predict the reactants needed to synthesize the given product. Given the product [CH3:20][C:15]1[C:14]([C:8]2[C:9]([O:12][CH3:13])=[CH:10][C:11]3[C:2]4[N:24]([CH2:29][C:28]5[N:27]=[CH:26][CH:25]=[CH:30][N:31]=5)[C:32](=[O:35])[NH:45][C:3]=4[CH:4]=[N:5][C:6]=3[CH:7]=2)=[C:18]([CH3:19])[O:17][N:16]=1, predict the reactants needed to synthesize it. The reactants are: Cl[C:2]1[C:11]2[C:6](=[CH:7][C:8]([C:14]3[C:15]([CH3:20])=[N:16][O:17][C:18]=3[CH3:19])=[C:9]([O:12][CH3:13])[CH:10]=2)[N:5]=[CH:4][C:3]=1C(N)=O.[N:24]1[CH:29]=[CH:28][N:27]=[CH:26][C:25]=1[CH2:30][NH2:31].[C:32](=[O:35])([O-])O.[Na+].C1C=CC=CC=1.C(#[N:45])C.